Task: Predict which catalyst facilitates the given reaction.. Dataset: Catalyst prediction with 721,799 reactions and 888 catalyst types from USPTO Reactant: B(F)(F)F.CCOCC.[CH3:10][C:11]1([C@@H:14]2[O:22][CH2:21][C:17]3=[N:18][O:19][CH2:20][C@@H:16]3[CH2:15]2)[CH2:13][CH2:12]1.[F:23][C:24]1[CH:29]=[C:28]([F:30])[CH:27]=[CH:26][C:25]=1I.C([Li])CCC. Product: [F:23][C:24]1[CH:29]=[C:28]([F:30])[CH:27]=[CH:26][C:25]=1[C@:17]12[CH2:21][O:22][C@@H:14]([C:11]3([CH3:10])[CH2:12][CH2:13]3)[CH2:15][C@H:16]1[CH2:20][O:19][NH:18]2. The catalyst class is: 11.